This data is from Forward reaction prediction with 1.9M reactions from USPTO patents (1976-2016). The task is: Predict the product of the given reaction. (1) Given the reactants [Cl:1][C:2]1[C:7](=[O:8])[NH:6][CH:5]=[C:4]([C:9]([O:11][CH3:12])=[O:10])[CH:3]=1.[H-].[Na+].FS([C:19](C(O)=O)([F:21])[F:20])(=O)=O.O, predict the reaction product. The product is: [Cl:1][C:2]1[C:7]([O:8][CH:19]([F:21])[F:20])=[N:6][CH:5]=[C:4]([CH:3]=1)[C:9]([O:11][CH3:12])=[O:10]. (2) Given the reactants [NH2:1][C:2]1[C:7]([N+:8]([O-])=O)=[CH:6][C:5]([CH:11]2[CH2:15][CH2:14][CH2:13][N:12]2[C:16]([O:18][C:19]([CH3:22])([CH3:21])[CH3:20])=[O:17])=[C:4]([O:23][C:24]2[CH:29]=[CH:28][C:27]([C:30]3[CH:35]=[CH:34][CH:33]=[CH:32][C:31]=3[F:36])=[CH:26][CH:25]=2)[CH:3]=1.[H][H], predict the reaction product. The product is: [NH2:1][C:2]1[C:7]([NH2:8])=[CH:6][C:5]([CH:11]2[CH2:15][CH2:14][CH2:13][N:12]2[C:16]([O:18][C:19]([CH3:22])([CH3:20])[CH3:21])=[O:17])=[C:4]([O:23][C:24]2[CH:25]=[CH:26][C:27]([C:30]3[CH:35]=[CH:34][CH:33]=[CH:32][C:31]=3[F:36])=[CH:28][CH:29]=2)[CH:3]=1.